Dataset: NCI-60 drug combinations with 297,098 pairs across 59 cell lines. Task: Regression. Given two drug SMILES strings and cell line genomic features, predict the synergy score measuring deviation from expected non-interaction effect. (1) Drug 1: C1CCN(CC1)CCOC2=CC=C(C=C2)C(=O)C3=C(SC4=C3C=CC(=C4)O)C5=CC=C(C=C5)O. Drug 2: COC1=CC(=CC(=C1O)OC)C2C3C(COC3=O)C(C4=CC5=C(C=C24)OCO5)OC6C(C(C7C(O6)COC(O7)C8=CC=CS8)O)O. Cell line: OVCAR3. Synergy scores: CSS=17.7, Synergy_ZIP=-2.66, Synergy_Bliss=2.32, Synergy_Loewe=0.577, Synergy_HSA=0.730. (2) Drug 1: CC1C(C(=O)NC(C(=O)N2CCCC2C(=O)N(CC(=O)N(C(C(=O)O1)C(C)C)C)C)C(C)C)NC(=O)C3=C4C(=C(C=C3)C)OC5=C(C(=O)C(=C(C5=N4)C(=O)NC6C(OC(=O)C(N(C(=O)CN(C(=O)C7CCCN7C(=O)C(NC6=O)C(C)C)C)C)C(C)C)C)N)C. Drug 2: CC1=C2C(C(=O)C3(C(CC4C(C3C(C(C2(C)C)(CC1OC(=O)C(C(C5=CC=CC=C5)NC(=O)OC(C)(C)C)O)O)OC(=O)C6=CC=CC=C6)(CO4)OC(=O)C)O)C)O. Cell line: CCRF-CEM. Synergy scores: CSS=4.27, Synergy_ZIP=1.69, Synergy_Bliss=8.84, Synergy_Loewe=-0.0266, Synergy_HSA=-0.907.